Task: Predict the reactants needed to synthesize the given product.. Dataset: Full USPTO retrosynthesis dataset with 1.9M reactions from patents (1976-2016) Given the product [I:1][C:2]1[C:10]2[C:5](=[N:6][CH:7]=[CH:8][CH:9]=2)[N:4]([CH2:11][C:12]([OH:14])=[O:13])[N:3]=1, predict the reactants needed to synthesize it. The reactants are: [I:1][C:2]1[C:10]2[C:5](=[N:6][CH:7]=[CH:8][CH:9]=2)[N:4]([CH2:11][C:12]([O:14]CC)=[O:13])[N:3]=1.CO.[Li+].[OH-].